Dataset: Reaction yield outcomes from USPTO patents with 853,638 reactions. Task: Predict the reaction yield, written as a fraction of the theoretical maximum amount of product (1.0 means a 100% yield; for example, 0.34 means a 34% yield). (1) The reactants are Cl[CH2:2][CH:3]([OH:12])[CH2:4][NH:5][C:6]1[CH:11]=[CH:10][CH:9]=[CH:8][CH:7]=1.[OH-].[K+]. The catalyst is O1CCOCC1.CCOC(C)=O. The product is [O:12]1[CH2:2][CH:3]1[CH2:4][NH:5][C:6]1[CH:11]=[CH:10][CH:9]=[CH:8][CH:7]=1. The yield is 0.950. (2) The reactants are [NH2:1][CH2:2][C:3]1([C:16]2[CH:21]=[CH:20][CH:19]=[C:18]([C:22]3[CH:23]=[N:24][N:25]([CH3:27])[CH:26]=3)[CH:17]=2)[CH2:8][CH2:7][N:6](C(OC(C)(C)C)=O)[CH2:5][CH2:4]1.[ClH:28]. The catalyst is C(#N)C. The product is [ClH:28].[ClH:28].[CH3:27][N:25]1[CH:26]=[C:22]([C:18]2[CH:17]=[C:16]([C:3]3([CH2:2][NH2:1])[CH2:8][CH2:7][NH:6][CH2:5][CH2:4]3)[CH:21]=[CH:20][CH:19]=2)[CH:23]=[N:24]1. The yield is 0.830. (3) The reactants are [Br:1][C:2]1[CH:3]=[CH:4][C:5]2[N:6]([C:8]([C:18]([OH:20])=O)=[C:9]([C:11]3[CH:16]=[CH:15][C:14]([F:17])=[CH:13][CH:12]=3)[N:10]=2)[CH:7]=1.C(Cl)(=O)C(Cl)=O.[CH3:27][N:28](C=O)C.CN. The yield is 0.660. The product is [Br:1][C:2]1[CH:3]=[CH:4][C:5]2[N:6]([C:8]([C:18]([NH:28][CH3:27])=[O:20])=[C:9]([C:11]3[CH:12]=[CH:13][C:14]([F:17])=[CH:15][CH:16]=3)[N:10]=2)[CH:7]=1. The catalyst is C1COCC1.ClCCCl. (4) The reactants are Cl[C:2]1[N:7]=[C:6]([C:8]2[N:12]3[CH:13]=[CH:14][CH:15]=[CH:16][C:11]3=[N:10][C:9]=2[C:17]2[CH:18]=[CH:19][C:20]([O:34][CH2:35][CH3:36])=[C:21]([CH:33]=2)[C:22]([NH:24][C:25]2[C:30]([F:31])=[CH:29][CH:28]=[CH:27][C:26]=2[F:32])=[O:23])[CH:5]=[CH:4][N:3]=1.[CH2:37]([C:39]1[C:40]([N:49]2[CH2:54][CH2:53][CH:52]([N:55]3[CH2:60][CH2:59][N:58]([S:61]([CH3:64])(=[O:63])=[O:62])[CH2:57][CH2:56]3)[CH2:51][CH2:50]2)=[CH:41][C:42]([O:46][CH2:47][CH3:48])=[C:43]([CH:45]=1)[NH2:44])[CH3:38].Cl. The catalyst is C(O)C(F)(F)F. The product is [F:32][C:26]1[CH:27]=[CH:28][CH:29]=[C:30]([F:31])[C:25]=1[NH:24][C:22](=[O:23])[C:21]1[CH:33]=[C:17]([C:9]2[N:10]=[C:11]3[CH:16]=[CH:15][CH:14]=[CH:13][N:12]3[C:8]=2[C:6]2[CH:5]=[CH:4][N:3]=[C:2]([NH:44][C:43]3[CH:45]=[C:39]([CH2:37][CH3:38])[C:40]([N:49]4[CH2:50][CH2:51][CH:52]([N:55]5[CH2:56][CH2:57][N:58]([S:61]([CH3:64])(=[O:63])=[O:62])[CH2:59][CH2:60]5)[CH2:53][CH2:54]4)=[CH:41][C:42]=3[O:46][CH2:47][CH3:48])[N:7]=2)[CH:18]=[CH:19][C:20]=1[O:34][CH2:35][CH3:36]. The yield is 0.610. (5) The reactants are C(=O)([O-])[O-].[Na+].[Na+].[CH3:7][C:8]1[CH:13]=[CH:12][C:11]([S:14]([O:17][C@H:18]2[CH2:22][NH:21][C@@H:20]3[C@@H:23]([OH:26])[CH2:24][O:25][C@H:19]23)(=[O:16])=[O:15])=[CH:10][CH:9]=1.Cl[C:28]([O:30][CH2:31][C:32]1[CH:37]=[CH:36][CH:35]=[CH:34][CH:33]=1)=[O:29]. The catalyst is O.O1CCOCC1. The product is [OH:26][C@@H:23]1[C@H:20]2[N:21]([C:28]([O:30][CH2:31][C:32]3[CH:37]=[CH:36][CH:35]=[CH:34][CH:33]=3)=[O:29])[CH2:22][C@H:18]([O:17][S:14]([C:11]3[CH:12]=[CH:13][C:8]([CH3:7])=[CH:9][CH:10]=3)(=[O:16])=[O:15])[C@H:19]2[O:25][CH2:24]1. The yield is 0.950. (6) The yield is 0.700. The product is [CH3:35][O:34][C:32]([C:31]1([C:36]([O:38][CH3:39])=[O:37])[CH2:10][C:9]1([CH2:8][CH2:7][O:6][Si:5]([C:1]([CH3:2])([CH3:4])[CH3:3])([C:17]1[CH:18]=[CH:19][CH:20]=[CH:21][CH:22]=1)[C:23]1[CH:24]=[CH:25][CH:26]=[CH:27][CH:28]=1)[C:11]1[CH:12]=[CH:13][CH:14]=[CH:15][CH:16]=1)=[O:33]. The reactants are [C:1]([Si:5]([C:23]1[CH:28]=[CH:27][CH:26]=[CH:25][CH:24]=1)([C:17]1[CH:22]=[CH:21][CH:20]=[CH:19][CH:18]=1)[O:6][CH2:7][CH2:8][C:9]([C:11]1[CH:16]=[CH:15][CH:14]=[CH:13][CH:12]=1)=[CH2:10])([CH3:4])([CH3:3])[CH3:2].[N+](=[C:31]([C:36]([O:38][CH3:39])=[O:37])[C:32]([O:34][CH3:35])=[O:33])=[N-]. The catalyst is C(Cl)(Cl)Cl.C([O-])(=O)C.[Rh+2].C([O-])(=O)C. (7) The reactants are [CH3:1][N:2]([CH3:21])[C:3]([C:5]1[N:14]([CH:15]2[CH2:20][CH2:19][CH2:18][CH2:17][CH2:16]2)[C:8]2[N:9]=[C:10](Cl)[N:11]=[CH:12][C:7]=2[CH:6]=1)=[O:4].[CH3:22][O:23][C:24](=[O:32])[C:25]1[CH:30]=[CH:29][C:28]([NH2:31])=[N:27][CH:26]=1. No catalyst specified. The product is [CH3:22][O:23][C:24](=[O:32])[C:25]1[CH:30]=[CH:29][C:28]([NH:31][C:10]2[N:11]=[CH:12][C:7]3[CH:6]=[C:5]([C:3](=[O:4])[N:2]([CH3:21])[CH3:1])[N:14]([CH:15]4[CH2:20][CH2:19][CH2:18][CH2:17][CH2:16]4)[C:8]=3[N:9]=2)=[N:27][CH:26]=1. The yield is 0.650. (8) The reactants are Cl[CH2:2][CH2:3][CH2:4][O:5][C:6]1[CH:15]=[C:14]2[C:9]([C:10]([O:16][C:17]3[C:18]([C:27]([O:29][CH2:30][CH2:31][CH3:32])=[O:28])=[CH:19][C:20]4[C:25]([CH:26]=3)=[CH:24][CH:23]=[CH:22][CH:21]=4)=[CH:11][CH:12]=[N:13]2)=[CH:8][C:7]=1[O:33][CH3:34].C(=O)([O-])[O-].[K+].[K+].[NH:41]1[CH2:46][CH2:45][O:44][CH2:43][CH2:42]1.O. The catalyst is CN(C)C=O. The product is [CH3:34][O:33][C:7]1[CH:8]=[C:9]2[C:14](=[CH:15][C:6]=1[O:5][CH2:4][CH2:3][CH2:2][N:41]1[CH2:46][CH2:45][O:44][CH2:43][CH2:42]1)[N:13]=[CH:12][CH:11]=[C:10]2[O:16][C:17]1[C:18]([C:27]([O:29][CH2:30][CH2:31][CH3:32])=[O:28])=[CH:19][C:20]2[C:25]([CH:26]=1)=[CH:24][CH:23]=[CH:22][CH:21]=2. The yield is 0.870. (9) The reactants are [Cl-].O[NH3+:3].[C:4](=[O:7])([O-])[OH:5].[Na+].CS(C)=O.[F:13][C:14]1[CH:19]=[CH:18][C:17]([N:20]2[C:25](=[O:26])[C:24]([CH2:27][C:28]3[CH:33]=[CH:32][C:31]([C:34]4[C:35]([C:40]#[N:41])=[CH:36][CH:37]=[CH:38][CH:39]=4)=[CH:30][CH:29]=3)=[C:23]([CH2:42][CH2:43][CH3:44])[N:22]=[C:21]2[CH3:45])=[CH:16][CH:15]=1. The catalyst is C(OCC)(=O)C. The product is [F:13][C:14]1[CH:15]=[CH:16][C:17]([N:20]2[C:25](=[O:26])[C:24]([CH2:27][C:28]3[CH:33]=[CH:32][C:31]([C:34]4[CH:39]=[CH:38][CH:37]=[CH:36][C:35]=4[C:40]4[NH:3][C:4](=[O:7])[O:5][N:41]=4)=[CH:30][CH:29]=3)=[C:23]([CH2:42][CH2:43][CH3:44])[N:22]=[C:21]2[CH3:45])=[CH:18][CH:19]=1. The yield is 0.910. (10) The reactants are [CH2:1]([O:3][C:4]1[CH:5]=[C:6]([C@H:12]([NH2:18])[CH2:13][S:14]([CH3:17])(=[O:16])=[O:15])[CH:7]=[CH:8][C:9]=1[O:10][CH3:11])[CH3:2].C[O:20][C:21](=O)[C:22]1[C:27]([NH:28][C:29]([CH:31]2[CH2:33][CH2:32]2)=[O:30])=[CH:26][CH:25]=[C:24]([Cl:34])[C:23]=1[CH2:35]Br.C(N(CC)CC)C. The catalyst is CN(C=O)C. The product is [Cl:34][C:24]1[CH:25]=[CH:26][C:27]([NH:28][C:29]([CH:31]2[CH2:32][CH2:33]2)=[O:30])=[C:22]2[C:23]=1[CH2:35][N:18]([C@@H:12]([C:6]1[CH:7]=[CH:8][C:9]([O:10][CH3:11])=[C:4]([O:3][CH2:1][CH3:2])[CH:5]=1)[CH2:13][S:14]([CH3:17])(=[O:16])=[O:15])[C:21]2=[O:20]. The yield is 0.300.